This data is from Forward reaction prediction with 1.9M reactions from USPTO patents (1976-2016). The task is: Predict the product of the given reaction. Given the reactants F[P-](F)(F)(F)(F)F.[N:8]1(O[P+](N(C)C)(N(C)C)N(C)C)[C:12]2[CH:13]=[CH:14][CH:15]=[CH:16][C:11]=2[N:10]=N1.[Cl:28][C:29]1[CH:30]=[C:31]([C:36]2[CH:41]=[C:40]([C:42]([F:45])([F:44])[F:43])[N:39]3[N:46]=[C:47]([C:49](O)=[O:50])[CH:48]=[C:38]3[N:37]=2)[CH:32]=[CH:33][C:34]=1[Cl:35].N1C=CC=CC=1CN.C(N(CC)CC)C, predict the reaction product. The product is: [N:10]1[CH:11]=[CH:16][CH:15]=[CH:14][C:13]=1[CH2:12][NH:8][C:49]([C:47]1[CH:48]=[C:38]2[N:37]=[C:36]([C:31]3[CH:32]=[CH:33][C:34]([Cl:35])=[C:29]([Cl:28])[CH:30]=3)[CH:41]=[C:40]([C:42]([F:43])([F:44])[F:45])[N:39]2[N:46]=1)=[O:50].